This data is from Full USPTO retrosynthesis dataset with 1.9M reactions from patents (1976-2016). The task is: Predict the reactants needed to synthesize the given product. (1) Given the product [CH:1]1([C:5]2[CH:9]=[C:8]([NH:10][C:24](=[O:25])[O:26][C:27]3[CH:32]=[CH:31][CH:30]=[CH:29][CH:28]=3)[N:7]([C:11]3[CH:16]=[CH:15][CH:14]=[CH:13][CH:12]=3)[N:6]=2)[CH2:2][CH2:3][CH2:4]1, predict the reactants needed to synthesize it. The reactants are: [CH:1]1([C:5]2[CH:9]=[C:8]([NH2:10])[N:7]([C:11]3[CH:16]=[CH:15][CH:14]=[CH:13][CH:12]=3)[N:6]=2)[CH2:4][CH2:3][CH2:2]1.C(=O)([O-])[O-].[K+].[K+].Cl[C:24]([O:26][C:27]1[CH:32]=[CH:31][CH:30]=[CH:29][CH:28]=1)=[O:25]. (2) Given the product [CH3:15][O:14][C:10]1[CH:9]=[C:8]([C:6]2[N:5]=[C:4]3[N:16]([C:19]4[CH:24]=[CH:23][CH:22]=[CH:21][CH:20]=4)[N:17]=[CH:18][C:3]3=[C:2]([N:25]3[CH2:30][CH2:29][O:28][CH2:27][C:26]3=[O:31])[N:7]=2)[CH:13]=[CH:12][CH:11]=1, predict the reactants needed to synthesize it. The reactants are: Cl[C:2]1[N:7]=[C:6]([C:8]2[CH:13]=[CH:12][CH:11]=[C:10]([O:14][CH3:15])[CH:9]=2)[N:5]=[C:4]2[N:16]([C:19]3[CH:24]=[CH:23][CH:22]=[CH:21][CH:20]=3)[N:17]=[CH:18][C:3]=12.[NH:25]1[CH2:30][CH2:29][O:28][CH2:27][C:26]1=[O:31].C(=O)([O-])[O-].[Cs+].[Cs+].O. (3) Given the product [Cl:1][C:2]1[CH:3]=[C:4]([N:9]2[C:17]3[C:12](=[CH:13][C:14]([CH2:18][N:19]4[CH2:24][CH2:23][CH:22]([C:25]5[CH:26]=[C:27]([NH:31][C:32](=[O:36])[CH:33]([CH3:34])[CH3:35])[CH:28]=[CH:29][CH:30]=5)[CH2:21][CH2:20]4)=[CH:15][CH:16]=3)[CH:11]=[CH:10]2)[CH:5]=[CH:6][CH:7]=1, predict the reactants needed to synthesize it. The reactants are: [Cl:1][C:2]1[CH:7]=[CH:6][CH:5]=[C:4](I)[CH:3]=1.[NH:9]1[C:17]2[C:12](=[CH:13][C:14]([CH2:18][N:19]3[CH2:24][CH2:23][CH:22]([C:25]4[CH:26]=[C:27]([NH:31][C:32](=[O:36])[CH:33]([CH3:35])[CH3:34])[CH:28]=[CH:29][CH:30]=4)[CH2:21][CH2:20]3)=[CH:15][CH:16]=2)[CH:11]=[CH:10]1. (4) Given the product [C:1]([O:5][C:6](=[O:21])[NH:7][C:8]1[CH:13]=[C:12]([NH:14][CH2:15][CH:16]([CH3:17])[CH3:18])[C:11]([Cl:19])=[CH:10][C:9]=1[NH:20][C:27](=[O:26])[CH2:28][C:29]([C:31]1[CH:36]=[CH:35][CH:34]=[C:33]([N:37]2[CH:41]=[CH:40][N:39]=[CH:38]2)[CH:32]=1)=[O:30])([CH3:3])([CH3:2])[CH3:4], predict the reactants needed to synthesize it. The reactants are: [C:1]([O:5][C:6](=[O:21])[NH:7][C:8]1[CH:13]=[C:12]([NH:14][CH2:15][CH:16]([CH3:18])[CH3:17])[C:11]([Cl:19])=[CH:10][C:9]=1[NH2:20])([CH3:4])([CH3:3])[CH3:2].C([O:26][C:27](=O)[CH2:28][C:29]([C:31]1[CH:36]=[CH:35][CH:34]=[C:33]([N:37]2[CH:41]=[CH:40][N:39]=[CH:38]2)[CH:32]=1)=[O:30])(C)(C)C.